From a dataset of Full USPTO retrosynthesis dataset with 1.9M reactions from patents (1976-2016). Predict the reactants needed to synthesize the given product. (1) Given the product [OH:3][CH2:2][C:1]([NH:6][C:7]([CH3:30])([CH3:29])[CH2:8][O:9][C:10]1[CH:19]=[CH:18][CH:17]=[C:16]2[C:11]=1[C:12]([NH:20][C:21]1[CH:26]=[CH:25][C:24]([OH:27])=[C:23]([CH3:28])[CH:22]=1)=[N:13][CH:14]=[N:15]2)=[O:5], predict the reactants needed to synthesize it. The reactants are: [C:1]([OH:5])(=O)[CH2:2][OH:3].[NH2:6][C:7]([CH3:30])([CH3:29])[CH2:8][O:9][C:10]1[CH:19]=[CH:18][CH:17]=[C:16]2[C:11]=1[C:12]([NH:20][C:21]1[CH:26]=[CH:25][C:24]([OH:27])=[C:23]([CH3:28])[CH:22]=1)=[N:13][CH:14]=[N:15]2. (2) Given the product [CH2:7]([N:9]1[C:13]2[N:14]=[CH:15][C:16]([C:25]3[O:29][N:28]=[C:27]([CH2:30][CH:31]4[CH2:36][CH2:35][N:34]([S:2]([CH3:1])(=[O:4])=[O:3])[CH2:33][CH2:32]4)[N:26]=3)=[C:17]([NH:18][CH:19]3[CH2:20][CH2:21][O:22][CH2:23][CH2:24]3)[C:12]=2[CH:11]=[N:10]1)[CH3:8], predict the reactants needed to synthesize it. The reactants are: [CH3:1][S:2](Cl)(=[O:4])=[O:3].Cl.[CH2:7]([N:9]1[C:13]2[N:14]=[CH:15][C:16]([C:25]3[O:29][N:28]=[C:27]([CH2:30][CH:31]4[CH2:36][CH2:35][NH:34][CH2:33][CH2:32]4)[N:26]=3)=[C:17]([NH:18][CH:19]3[CH2:24][CH2:23][O:22][CH2:21][CH2:20]3)[C:12]=2[CH:11]=[N:10]1)[CH3:8].N1C=CC=CC=1. (3) The reactants are: Br[C:2]1[CH:7]=[CH:6][C:5]([C:8]2[N:9]([CH2:14][C@@H:15]3[CH2:19][CH2:18][N:17]([C:20]([CH:22]4[CH2:24][CH2:23]4)=[O:21])[CH2:16]3)[C:10](=[O:13])[NH:11][N:12]=2)=[CH:4][CH:3]=1.CC1(C)C(C)(C)OB([C:33]2[CH:34]=[CH:35][C:36]3[O:40][CH:39]=[CH:38][C:37]=3[CH:41]=2)O1.[O-]P([O-])([O-])=O.[K+].[K+].[K+]. Given the product [O:40]1[C:36]2[CH:35]=[CH:34][C:33]([C:2]3[CH:7]=[CH:6][C:5]([C:8]4[N:9]([CH2:14][C@@H:15]5[CH2:19][CH2:18][N:17]([C:20]([CH:22]6[CH2:24][CH2:23]6)=[O:21])[CH2:16]5)[C:10](=[O:13])[NH:11][N:12]=4)=[CH:4][CH:3]=3)=[CH:41][C:37]=2[CH:38]=[CH:39]1, predict the reactants needed to synthesize it. (4) Given the product [CH2:1]([O:8][CH2:9][CH2:10][N:11]1[C:15]2=[N:16][C:17]([C:20]([O:22][CH2:23][CH3:24])=[O:21])=[CH:18][CH:19]=[C:14]2[C:13]([CH:25]2[CH2:26][CH2:27][CH2:28][CH2:29][CH2:30]2)=[C:12]1[Br:31])[C:2]1[CH:3]=[CH:4][CH:5]=[CH:6][CH:7]=1, predict the reactants needed to synthesize it. The reactants are: [CH2:1]([O:8][CH2:9][CH2:10][N:11]1[C:15]2=[N:16][C:17]([C:20]([O:22][CH2:23][CH3:24])=[O:21])=[CH:18][CH:19]=[C:14]2[C:13]([CH:25]2[CH2:30][CH2:29][CH2:28][CH2:27][CH2:26]2)=[CH:12]1)[C:2]1[CH:7]=[CH:6][CH:5]=[CH:4][CH:3]=1.[Br:31]N1C(=O)CCC1=O. (5) Given the product [C:29]([O:28][C:26]([N:9]([CH2:8][CH2:7][S:6][S:5][C:1]([CH3:4])([CH3:3])[CH3:2])[CH2:11][C:12]([O:14][CH2:15][CH3:16])=[O:13])=[O:27])([CH3:32])([CH3:31])[CH3:30], predict the reactants needed to synthesize it. The reactants are: [C:1]([S:5][S:6][CH2:7][CH2:8][NH2:9])([CH3:4])([CH3:3])[CH3:2].Br[CH2:11][C:12]([O:14][CH2:15][CH3:16])=[O:13].CCN(C(C)C)C(C)C.[C:26](OC([O-])=O)([O:28][C:29]([CH3:32])([CH3:31])[CH3:30])=[O:27]. (6) Given the product [OH:25][C:26]1[C:27]([C:32]([NH:1][C:2]2[CH:7]=[CH:6][C:5]([N:8]3[C:14](=[O:15])[CH2:13][C:12](=[O:16])[NH:11][C:10]4[C:17]5[C:22]([CH:23]=[CH:24][C:9]3=4)=[CH:21][CH:20]=[CH:19][CH:18]=5)=[CH:4][CH:3]=2)=[O:33])=[N:28][CH:29]=[CH:30][CH:31]=1, predict the reactants needed to synthesize it. The reactants are: [NH2:1][C:2]1[CH:7]=[CH:6][C:5]([N:8]2[C:14](=[O:15])[CH2:13][C:12](=[O:16])[NH:11][C:10]3[C:17]4[C:22]([CH:23]=[CH:24][C:9]2=3)=[CH:21][CH:20]=[CH:19][CH:18]=4)=[CH:4][CH:3]=1.[OH:25][C:26]1[C:27]([C:32](O)=[O:33])=[N:28][CH:29]=[CH:30][CH:31]=1.C(N(CC)CC)C.F[P-](F)(F)(F)(F)F.N1(OC(N(C)C)=[N+](C)C)C2N=CC=CC=2N=N1.